From a dataset of Full USPTO retrosynthesis dataset with 1.9M reactions from patents (1976-2016). Predict the reactants needed to synthesize the given product. (1) Given the product [NH2:17][CH:2]1[CH2:8][C@H:7]2[N:9]([C:10]([O:12][C:13]([CH3:16])([CH3:15])[CH3:14])=[O:11])[C@H:4]([CH2:5][CH2:6]2)[CH2:3]1, predict the reactants needed to synthesize it. The reactants are: O=[C:2]1[CH2:8][C@@H:7]2[N:9]([C:10]([O:12][C:13]([CH3:16])([CH3:15])[CH3:14])=[O:11])[C@@H:4]([CH2:5][CH2:6]2)[CH2:3]1.[NH3:17].CO.[BH4-].[Na+]. (2) Given the product [C:18]([C:17]1[CH:16]=[C:15]([CH:22]=[C:21]([CH3:23])[CH:20]=1)[C:13]([C:12]1[C:7]([CH2:6][C:3]2([CH2:2][O:1][C:35](=[O:37])[CH3:36])[CH2:5][CH2:4]2)=[C:8]([CH3:29])[NH:9][C:10](=[O:34])[C:11]=1[CH:24]([CH3:25])[CH3:26])=[O:14])#[N:19], predict the reactants needed to synthesize it. The reactants are: [OH:1][CH2:2][C:3]1([CH2:6][C:7]2[C:8]([CH3:29])=[N:9][C:10](OC)=[C:11]([CH:24]([CH3:26])[CH3:25])[C:12]=2[C:13]([C:15]2[CH:16]=[C:17]([CH:20]=[C:21]([CH3:23])[CH:22]=2)[C:18]#[N:19])=[O:14])[CH2:5][CH2:4]1.C(#N)C.C[OH:34].[C:35](Br)(=[O:37])[CH3:36].